From a dataset of Catalyst prediction with 721,799 reactions and 888 catalyst types from USPTO. Predict which catalyst facilitates the given reaction. (1) Reactant: [NH2:1][C:2]1[CH:7]=[CH:6][CH:5]=[CH:4][C:3]=1[NH:8][C:9]([NH:11][C:12]1[CH:17]=[CH:16][CH:15]=[CH:14][CH:13]=1)=[O:10].N1C=CC=CC=1.[C:24]1([CH3:34])[CH:29]=[CH:28][C:27]([S:30](Cl)(=[O:32])=[O:31])=[CH:26][CH:25]=1. Product: [CH3:34][C:24]1[CH:29]=[CH:28][C:27]([S:30]([NH:1][C:2]2[CH:7]=[CH:6][CH:5]=[CH:4][C:3]=2[NH:8][C:9]([NH:11][C:12]2[CH:17]=[CH:16][CH:15]=[CH:14][CH:13]=2)=[O:10])(=[O:32])=[O:31])=[CH:26][CH:25]=1. The catalyst class is: 13. (2) Reactant: [CH:1]([N:4](CC)[CH:5](C)C)(C)C.[O:10]=[C:11]1[CH:16]=[CH:15][C:14]([C:17]2[O:21][N:20]=[C:19]([C:22]3[CH:27]=[CH:26][C:25]([O:28][C:29]([F:32])([F:31])[F:30])=[CH:24][CH:23]=3)[N:18]=2)=[CH:13][N:12]1[CH2:33][C:34]1[CH:35]=[C:36]([CH:40]=[CH:41][CH:42]=1)[C:37](Cl)=[O:38].CNC.C(OCC)(=O)C. Product: [CH3:1][N:4]([CH3:5])[C:37](=[O:38])[C:36]1[CH:40]=[CH:41][CH:42]=[C:34]([CH2:33][N:12]2[CH:13]=[C:14]([C:17]3[O:21][N:20]=[C:19]([C:22]4[CH:27]=[CH:26][C:25]([O:28][C:29]([F:32])([F:31])[F:30])=[CH:24][CH:23]=4)[N:18]=3)[CH:15]=[CH:16][C:11]2=[O:10])[CH:35]=1. The catalyst class is: 1.